Dataset: Full USPTO retrosynthesis dataset with 1.9M reactions from patents (1976-2016). Task: Predict the reactants needed to synthesize the given product. (1) Given the product [CH2:1]([O:8][C:9]1[C:10]([CH2:20][CH:21]([NH:22][C:45](=[O:46])[CH2:44][O:43][C:42]2[CH:48]=[CH:49][C:39]([C:35]([CH3:37])([CH3:36])[CH3:38])=[CH:40][CH:41]=2)[C:23]2[CH:28]=[CH:27][CH:26]=[C:25]([C:29]3[S:30][C:31]([CH3:34])=[CH:32][CH:33]=3)[CH:24]=2)=[CH:11][C:12]([Cl:19])=[C:13]2[C:18]=1[N:17]=[CH:16][CH:15]=[CH:14]2)[C:2]1[CH:7]=[CH:6][CH:5]=[CH:4][CH:3]=1.[C:35]([C:39]1[CH:49]=[CH:48][C:42]([O:43][CH2:44][C:45]([NH:22][CH:21]([C:23]2[CH:28]=[CH:27][CH:26]=[C:25]([C:29]3[S:30][C:31]([CH3:34])=[CH:32][CH:33]=3)[CH:24]=2)[CH2:20][C:10]2[C:9]([OH:8])=[C:18]3[C:13]([CH:14]=[CH:15][CH:16]=[N:17]3)=[C:12]([Cl:19])[CH:11]=2)=[O:46])=[CH:41][CH:40]=1)([CH3:38])([CH3:36])[CH3:37], predict the reactants needed to synthesize it. The reactants are: [CH2:1]([O:8][C:9]1[C:10]([CH2:20][CH:21]([C:23]2[CH:28]=[CH:27][CH:26]=[C:25]([C:29]3[S:30][C:31]([CH3:34])=[CH:32][CH:33]=3)[CH:24]=2)[NH2:22])=[CH:11][C:12]([Cl:19])=[C:13]2[C:18]=1[N:17]=[CH:16][CH:15]=[CH:14]2)[C:2]1[CH:7]=[CH:6][CH:5]=[CH:4][CH:3]=1.[C:35]([C:39]1[CH:49]=[CH:48][C:42]([O:43][CH2:44][C:45](Cl)=[O:46])=[CH:41][CH:40]=1)([CH3:38])([CH3:37])[CH3:36].[Si](I)(C)(C)C. (2) Given the product [N:19]([CH2:12][C:6]1[C:5]2[C:9](=[CH:10][CH:11]=[C:3]([Cl:2])[CH:4]=2)[NH:8][N:7]=1)=[N+:20]=[N-:21], predict the reactants needed to synthesize it. The reactants are: Cl.[Cl:2][C:3]1[CH:4]=[C:5]2[C:9](=[CH:10][CH:11]=1)[NH:8][N:7]=[C:6]2[CH2:12]Cl.CN(C)C=O.[N-:19]=[N+:20]=[N-:21].[Na+]. (3) Given the product [Cl:1][C:2]1[C:11]([C:19]2[N:15]([CH3:14])[N:16]=[CH:17][CH:18]=2)=[CH:10][C:9]([Cl:13])=[CH:8][C:3]=1[C:4]([O:6][CH3:7])=[O:5], predict the reactants needed to synthesize it. The reactants are: [Cl:1][C:2]1[C:11](I)=[CH:10][C:9]([Cl:13])=[CH:8][C:3]=1[C:4]([O:6][CH3:7])=[O:5].[CH3:14][N:15]1[C:19](B2OC(C)(C)C(C)(C)O2)=[CH:18][CH:17]=[N:16]1.C(=O)(O)[O-].[Na+].CN(C)C=O.